Predict the reaction yield, written as a fraction of the theoretical maximum amount of product (1.0 means a 100% yield; for example, 0.34 means a 34% yield). From a dataset of Reaction yield outcomes from USPTO patents with 853,638 reactions. (1) The reactants are O[CH2:2][C:3]([C@H:6]1[C@@H:10]2[C@@H:11]3[C@@:24]([CH3:27])([CH2:25][CH2:26][C@@:9]2([NH:42][CH2:43][CH2:44][N:45]2[CH2:50][CH2:49][S:48](=[O:52])(=[O:51])[CH2:47][CH2:46]2)[CH2:8][CH2:7]1)[C@@:23]1([CH3:28])[C@@H:14]([C@:15]2([CH3:41])[C@@H:20]([CH2:21][CH2:22]1)[C:19]([CH3:30])([CH3:29])[C:18]([C:31]1[CH:40]=[CH:39][C:34]([C:35]([O:37][CH3:38])=[O:36])=[CH:33][CH:32]=1)=[CH:17][CH2:16]2)[CH2:13][CH2:12]3)([OH:5])C.I([O-])(=O)(=O)=O.[Na+].CO. The catalyst is C1COCC1.O.[Cl-].[Na+].O. The product is [C:3]([C@H:6]1[C@@H:10]2[C@@H:11]3[C@@:24]([CH3:27])([CH2:25][CH2:26][C@@:9]2([NH:42][CH2:43][CH2:44][N:45]2[CH2:46][CH2:47][S:48](=[O:52])(=[O:51])[CH2:49][CH2:50]2)[CH2:8][CH2:7]1)[C@@:23]1([CH3:28])[C@@H:14]([C@:15]2([CH3:41])[C@@H:20]([CH2:21][CH2:22]1)[C:19]([CH3:29])([CH3:30])[C:18]([C:31]1[CH:40]=[CH:39][C:34]([C:35]([O:37][CH3:38])=[O:36])=[CH:33][CH:32]=1)=[CH:17][CH2:16]2)[CH2:13][CH2:12]3)(=[O:5])[CH3:2]. The yield is 0.920. (2) The reactants are [CH3:1][C:2]([CH3:32])([CH3:31])[CH2:3][N:4]([CH3:30])[C:5]1[N:10]=[C:9](S(C)(=O)=O)[N:8]=[C:7]([NH:15][C:16]2[CH:17]=[C:18]([CH:23]=[CH:24][C:25]=2[CH3:26])[C:19]([NH:21][CH3:22])=[O:20])[C:6]=1[N+:27]([O-:29])=[O:28].[CH3:33][N:34]([CH3:39])[CH2:35][CH2:36][CH2:37][NH2:38]. The catalyst is C(#N)C. The product is [CH3:33][N:34]([CH3:39])[CH2:35][CH2:36][CH2:37][NH:38][C:9]1[N:8]=[C:7]([NH:15][C:16]2[CH:17]=[C:18]([CH:23]=[CH:24][C:25]=2[CH3:26])[C:19]([NH:21][CH3:22])=[O:20])[C:6]([N+:27]([O-:29])=[O:28])=[C:5]([N:4]([CH2:3][C:2]([CH3:32])([CH3:31])[CH3:1])[CH3:30])[N:10]=1. The yield is 0.640. (3) The catalyst is CCOC(C)=O.[C-]#N.[C-]#N.[Zn+2].C1C=CC([P]([Pd]([P](C2C=CC=CC=2)(C2C=CC=CC=2)C2C=CC=CC=2)([P](C2C=CC=CC=2)(C2C=CC=CC=2)C2C=CC=CC=2)[P](C2C=CC=CC=2)(C2C=CC=CC=2)C2C=CC=CC=2)(C2C=CC=CC=2)C2C=CC=CC=2)=CC=1. The product is [CH2:17]([CH:16]([C:15]1[C:10]2[N:11]([C:7]([C:5]3[S:6][C:2]([C:24]#[N:25])=[CH:3][C:4]=3[CH3:23])=[C:8]([CH3:22])[N:9]=2)[N:12]=[C:13]([CH3:21])[CH:14]=1)[CH2:19][CH3:20])[CH3:18]. The reactants are Br[C:2]1[S:6][C:5]([C:7]2[N:11]3[N:12]=[C:13]([CH3:21])[CH:14]=[C:15]([CH:16]([CH2:19][CH3:20])[CH2:17][CH3:18])[C:10]3=[N:9][C:8]=2[CH3:22])=[C:4]([CH3:23])[CH:3]=1.[CH3:24][N:25](C=O)C. The yield is 0.910. (4) The reactants are [CH3:1][O:2][C:3]1[C:8]([C:9]([O:16]CC)=[CH:10][C:11]([O:13][CH2:14][CH3:15])=[O:12])=[CH:7][CH:6]=[C:5]([O:19][CH3:20])[N:4]=1.Cl.C(=O)(O)[O-].[Na+]. The catalyst is C(Cl)Cl. The product is [CH3:1][O:2][C:3]1[C:8]([C:9](=[O:16])[CH2:10][C:11]([O:13][CH2:14][CH3:15])=[O:12])=[CH:7][CH:6]=[C:5]([O:19][CH3:20])[N:4]=1. The yield is 0.950.